Dataset: Peptide-MHC class I binding affinity with 185,985 pairs from IEDB/IMGT. Task: Regression. Given a peptide amino acid sequence and an MHC pseudo amino acid sequence, predict their binding affinity value. This is MHC class I binding data. The peptide sequence is IARLVYKAR. The MHC is HLA-A26:03 with pseudo-sequence HLA-A26:03. The binding affinity (normalized) is 0.0847.